From a dataset of Reaction yield outcomes from USPTO patents with 853,638 reactions. Predict the reaction yield, written as a fraction of the theoretical maximum amount of product (1.0 means a 100% yield; for example, 0.34 means a 34% yield). (1) The reactants are [C:1]([O:5][C:6](=[O:20])[C:7]1[CH:12]=[CH:11][CH:10]=[C:9]([NH:13][C:14]2[CH:15]=[N:16][CH:17]=[CH:18][CH:19]=2)[CH:8]=1)([CH3:4])([CH3:3])[CH3:2].[Li+].CC([N-]C(C)C)C.[CH3:29][S:30](Cl)(=[O:32])=[O:31]. The catalyst is C1COCC1.CCOC(C)=O. The product is [C:1]([O:5][C:6](=[O:20])[C:7]1[CH:12]=[CH:11][CH:10]=[C:9]([N:13]([S:30]([CH3:29])(=[O:32])=[O:31])[C:14]2[CH:15]=[N:16][CH:17]=[CH:18][CH:19]=2)[CH:8]=1)([CH3:4])([CH3:2])[CH3:3]. The yield is 0.420. (2) The reactants are C[O:2][C:3](=[O:21])[CH2:4][C:5]1[CH:10]=[CH:9][CH:8]=[C:7]([S:11][CH2:12][CH2:13][C@H:14]([O:16]S(C)(=O)=O)[CH3:15])[CH:6]=1.[Cl:22][C:23]1[CH:28]=[CH:27][C:26](O)=[C:25]([O:30][C:31]2[CH:36]=[CH:35][C:34]([F:37])=[CH:33][CH:32]=2)[CH:24]=1. No catalyst specified. The product is [Cl:22][C:23]1[CH:28]=[CH:27][C:26]([O:16][C@@H:14]([CH3:15])[CH2:13][CH2:12][S:11][C:7]2[CH:6]=[C:5]([CH2:4][C:3]([OH:2])=[O:21])[CH:10]=[CH:9][CH:8]=2)=[C:25]([O:30][C:31]2[CH:36]=[CH:35][C:34]([F:37])=[CH:33][CH:32]=2)[CH:24]=1. The yield is 0.530. (3) The reactants are C(O)(=O)C.[CH3:5][O:6][C:7](=[O:29])[C@H:8]([NH:18][C:19]([O:21][CH2:22][C:23]1[CH:28]=[CH:27][CH:26]=[CH:25][CH:24]=1)=[O:20])[CH2:9][C:10]1[CH:15]=[CH:14][C:13]([NH2:16])=[C:12]([NH2:17])[CH:11]=1.[N:30]([O-])=O.[Na+].[OH-].[NH4+]. The catalyst is C(O)(=O)C.O. The product is [CH3:5][O:6][C:7](=[O:29])[C@H:8]([NH:18][C:19]([O:21][CH2:22][C:23]1[CH:28]=[CH:27][CH:26]=[CH:25][CH:24]=1)=[O:20])[CH2:9][C:10]1[CH:15]=[CH:14][C:13]2[NH:16][N:30]=[N:17][C:12]=2[CH:11]=1. The yield is 0.940. (4) The reactants are [Br:1][C:2]1[CH:7]=[CH:6][C:5]([S:8]([N:11]2[CH2:18][CH2:17][C:14]3([O:16][CH2:15]3)[CH2:13][CH2:12]2)(=[O:10])=[O:9])=[CH:4][CH:3]=1.[CH2:19]([NH2:26])[C:20]1[CH:25]=[CH:24][CH:23]=[CH:22][CH:21]=1.[Al]. The catalyst is C(O)C. The product is [Br:1][C:2]1[CH:7]=[CH:6][C:5]([S:8]([N:11]2[CH2:18][CH2:17][C:14]([CH2:15][NH:26][CH2:19][C:20]3[CH:25]=[CH:24][CH:23]=[CH:22][CH:21]=3)([OH:16])[CH2:13][CH2:12]2)(=[O:10])=[O:9])=[CH:4][CH:3]=1. The yield is 0.860. (5) The reactants are C1(C)C=CC=CC=1.[F:8][C:9]1[CH:14]=[CH:13][C:12]([C@@:15]2(O)[CH2:20][CH2:19][N:18]([C:21]([O:23][C:24]([CH3:27])([CH3:26])[CH3:25])=[O:22])[CH2:17][C@@H:16]2[O:28][C:29](=[O:34])[C:30]([CH3:33])([CH3:32])[CH3:31])=[CH:11][CH:10]=1.C([N+](CC)(CC)S(NC(=O)OC)(=O)=O)C. The catalyst is C(OCC)(=O)C. The product is [F:8][C:9]1[CH:10]=[CH:11][C:12]([C:15]2[C@@H:16]([O:28][C:29](=[O:34])[C:30]([CH3:31])([CH3:32])[CH3:33])[CH2:17][N:18]([C:21]([O:23][C:24]([CH3:27])([CH3:26])[CH3:25])=[O:22])[CH2:19][CH:20]=2)=[CH:13][CH:14]=1. The yield is 0.750. (6) The catalyst is CN(C=O)C. The product is [CH3:20][O:19][CH:3]([O:2][CH3:1])[CH2:4][N:5]1[C:13]2[C:8](=[CH:9][C:10]([O:18][CH3:21])=[CH:11][C:12]=2[C:14]([O:16][CH3:17])=[O:15])[CH:7]=[N:6]1. The reactants are [CH3:1][O:2][CH:3]([O:19][CH3:20])[CH2:4][N:5]1[C:13]2[C:8](=[CH:9][C:10]([OH:18])=[CH:11][C:12]=2[C:14]([O:16][CH3:17])=[O:15])[CH:7]=[N:6]1.[C:21](=O)([O-])[O-].[Cs+].[Cs+].IC. The yield is 0.960. (7) The reactants are [Br:1][C:2]1[CH:9]=[CH:8][C:5]([CH2:6]Br)=[CH:4][CH:3]=1.[N-:10]=[N+:11]=[N-:12].[Na+].CS(C)=O. The catalyst is O. The product is [Br:1][C:2]1[CH:9]=[CH:8][C:5]([CH2:6][N:10]=[N+:11]=[N-:12])=[CH:4][CH:3]=1. The yield is 0.962.